Dataset: B-cell epitopes from IEDB database with 3,159 antigens for binding position prediction. Task: Token-level Classification. Given an antigen amino acid sequence, predict which amino acid positions are active epitope sites capable of antibody binding. Output is a list of indices for active positions. (1) Given the antigen sequence: GSVSTLKIQRTQQEDSAVYLCASTWRGVIRSQYFGPGTRLTVLED, which amino acid positions are active epitope sites? The epitope positions are: [6, 7, 8, 9, 10, 11, 12, 13, 14, 15, 16, 17, 18, 19, 20, 21]. The amino acids at these positions are: KIQRTQQEDSAVYLCA. (2) Given the antigen sequence: MNNQRKKTGRPSFNMLKRARNRVSTVSQLAKRFSKGLLSGQGPMKLVMAFIAFLRFLAIPPTAGILARWGSFKKNGAIKVLRGFKKEISNMLNIMNRRKRSVTMLLMLLPTVLTFHLTTRGGEPHMIVSKQERGKSLLFKTPAGVNMCTLIAMDLGELCDDTMTYKCPRITETEPDDVDCWCNATETWVTYGTCSQTGEHRRDKRSVALAPHVGLGLETRTETWMSSEGAWRQIQKVETWALRHPGFTVIALFLAHAIGTSITQKGIIFILLMLVTPSMAMRCVGIGNRDFVEGLSGATWVDVVLEHGSCVTTMAKDKPTLDIELLKTEVTNPAVLRKLCIEAKISNTTTDSRCPTQGEATLVEEQDTNFVCRRTFVDRGWGNGCGLFGKGSLITCAKFKCVTKLEGKIVQYENLKYSVIVTVHNGDQHQVGNETTEHGTIATITPQAPTSEIQLTDYGALTLDCSPRTGLDFNEMVLLTMKEKSWLVHKQWFLDLPLPW..., which amino acid positions are active epitope sites? The epitope positions are: [1041, 1042, 1043, 1044, 1045, 1046, 1047, 1048, 1049, 1050, 1051, 1052]. The amino acids at these positions are: PWHLGKLELDFD. (3) Given the antigen sequence: MSDGAVQPDGGQPAVRNERATGSGNGSGGGGGGGSGGVGISTGTFNNQTEFKFLENGWVYITANSSRLVHLNMPESENYRRVVVNNMDKTAVNGNMALDDIHAEIVTPWSLVDANAWGVWFNPGDWQLIVNTMSELHLVSFEQEIFNVVLKTVSESATQPPTKVYNNDLTASLMVALDSNNTMPFTPAAMRSETLGFYPWKPTIPTPWRYYFQWDRTLIPSHTGTSGTPTNIYHGTDPDDVQFYTIENSVPVHLLRTGDEFATGTFFFDCKPCRLTHTWQTNRALGLPPFLNSLPQSEGATNFGDIGVQQDKRRGVTQMGNTNYITEATIMRPAEVGYSAPYYSFEASTQGPFKTPIAAGRGGAQTDENQAADGNPRYAFGRQHGKKTTTTGETPERFTYIAHQDTGRYPEGDWIQNINFNLPVTNDNVLLPTDPIGGKTGINYTNIFNTYGPLTALNNVPPVYPNGQIWDKEFDTDLKPRLHVNAPFVCQNNCPGQLFV..., which amino acid positions are active epitope sites? The epitope positions are: [0, 1, 2, 3, 4, 5, 6, 7, 8, 9, 10, 11, 12, 13, 14, 15, 16, 17, 18, 19... (21 total positions)]. The amino acids at these positions are: MSDGAVQPDGGQPAVRNERAT. (4) Given the antigen sequence: MHGRLVTLKDIVLDLQPPDPVGLHCYEQLEDSSEDEVDKVDKQDAQPLTQHYQILTCCCGCDSNVRLVVECTDGDIRQLQDLLLGTLNIVCPICAPKP, which amino acid positions are active epitope sites? The epitope positions are: [1, 2, 3, 4, 5, 6, 7, 8, 9, 10, 11, 12, 13, 14, 15, 16]. The amino acids at these positions are: HGRLVTLKDIVLDLQP. (5) Given the antigen sequence: MAGVWSLSLPSCLLSLLLLLQLSRSYAGQFRVIGPGHPIRALVGDEAELPCRISPGKNATGMEVGWYRSPFSRVVHLYRNGKDQDAEQAPEYRGRTELLKESIGEGKVALRIQNVRFSDEGGYTCFFRDHSYQEEAAVELKVEDPFYWINPGVLALIALVPMLLLQVSVGLVFLFLQHRLRGKLRAEVENLHRTFDPHFLRVPCWKITLFVIVPVLGPLVALIICYNWLHRRLAGQFLEELRNPF, which amino acid positions are active epitope sites? The epitope positions are: [130, 131, 132, 133, 134, 135, 136, 137, 138, 139, 140, 141, 142, 143]. The amino acids at these positions are: SYQEEAAVELKVED. (6) Given the antigen sequence: MGWPCRSIIPLLVWCFVTLQAATREQKQPHGFAEDRLFKHLFTGYNRWSRPVPNTSDVVIVKFGLSIAQLIDVDEKNQMMTTNVWLKQEWSDYKLRWNPEDFDNVTSIRVPSEMIWIPDIVLYNNADGEFAVTHMTKAHLFSNGKVKWVPPAIYKSSCSIDVTYFPFDQQNCKMKFGSWTYDKAKIDLENMEHHVDLKDYWESGEWAIINAIGRYNSKKYDCCTEIYPDITFYFVIRRLPLFYTINLIIPCLLISCLTVLVFYLPSDCGEKITLCISVLLSLTVFLLLITEIIPSTSLVIPLIGEYLLFTMIFVTLSIIITVFVLNVHHRSPSTHTMPHWVRSFFLGFIPRWLFMKRPPLLLPAEGTTGQYDPPGTRLSTSRCWLETDVDDKWEEEEEEEEEEEEEEEEEKAYPSRVPSGGSQGTQCHYSCERQAGKASGGPAPQVPLKGEEVGSDQGLTLSPSILRALEGVQYIADHLRAEDADFSVKEDWKYVAMVID..., which amino acid positions are active epitope sites? The epitope positions are: [96, 97, 98, 99, 100, 101, 102, 103, 104, 105]. The amino acids at these positions are: WNPEDFDNVT.